Task: Predict the product of the given reaction.. Dataset: Forward reaction prediction with 1.9M reactions from USPTO patents (1976-2016) The product is: [NH2:8][C:9]1[N:14]=[C:13]([CH2:15][CH:16]([CH:18]2[CH2:23][CH2:22][NH:21][CH2:20][CH2:19]2)[OH:17])[CH:12]=[CH:11][CH:10]=1. Given the reactants C(OC([NH:8][C:9]1[N:14]=[C:13]([CH2:15][CH:16]([CH:18]2[CH2:23][CH2:22][N:21](C(OC(C)(C)C)=O)[CH2:20][CH2:19]2)[OH:17])[CH:12]=[CH:11][CH:10]=1)=O)(C)(C)C, predict the reaction product.